From a dataset of Full USPTO retrosynthesis dataset with 1.9M reactions from patents (1976-2016). Predict the reactants needed to synthesize the given product. (1) Given the product [C:17]1([N:10]([C:11]2[CH:16]=[CH:15][CH:14]=[CH:13][CH:12]=2)[C:2]2[CH:9]=[CH:8][C:5]([CH:6]=[O:7])=[CH:4][CH:3]=2)[C:26]2[C:21](=[CH:22][CH:23]=[CH:24][CH:25]=2)[CH:20]=[CH:19][CH:18]=1, predict the reactants needed to synthesize it. The reactants are: Br[C:2]1[CH:9]=[CH:8][C:5]([CH:6]=[O:7])=[CH:4][CH:3]=1.[NH:10]([C:17]1[C:26]2[C:21](=[CH:22][CH:23]=[CH:24][CH:25]=2)[CH:20]=[CH:19][CH:18]=1)[C:11]1[CH:16]=[CH:15][CH:14]=[CH:13][CH:12]=1.CC([O-])(C)C.[Na+].C(P(C(C)(C)C)C(C)(C)C)(C)(C)C. (2) Given the product [OH2:6].[ClH:33].[NH2:1][C:2]1[CH2:7][O:6][CH2:5][C@:4]([C:11]2[CH:12]=[C:13]([NH:18][C:19]([C:21]3[C:26]([CH3:27])=[CH:25][C:24]([C:28]#[N:29])=[CH:23][N:22]=3)=[O:20])[CH:14]=[CH:15][C:16]=2[F:17])([CH:8]([F:10])[F:9])[N:3]=1, predict the reactants needed to synthesize it. The reactants are: [NH2:1][C:2]1[CH2:7][O:6][CH2:5][C@:4]([C:11]2[CH:12]=[C:13]([NH:18][C:19]([C:21]3[C:26]([CH3:27])=[CH:25][C:24]([C:28]#[N:29])=[CH:23][N:22]=3)=[O:20])[CH:14]=[CH:15][C:16]=2[F:17])([CH:8]([F:10])[F:9])[N:3]=1.C(#N)C.[ClH:33]. (3) The reactants are: [NH2:1][C:2]1[O:6][N:5]=[C:4]([C:7]2[CH:12]=[CH:11][CH:10]=[CH:9][C:8]=2[Cl:13])[C:3]=1[C:14]([OH:16])=O.Cl.C(N=C=NCCCN(C)C)C.[F:29][C:30]([F:44])([F:43])[C:31]1[CH:32]=[C:33]([N:37]2[CH2:42][CH2:41][NH:40][CH2:39][CH2:38]2)[CH:34]=[CH:35][CH:36]=1. Given the product [NH2:1][C:2]1[O:6][N:5]=[C:4]([C:7]2[CH:12]=[CH:11][CH:10]=[CH:9][C:8]=2[Cl:13])[C:3]=1[C:14]([N:40]1[CH2:39][CH2:38][N:37]([C:33]2[CH:34]=[CH:35][CH:36]=[C:31]([C:30]([F:43])([F:44])[F:29])[CH:32]=2)[CH2:42][CH2:41]1)=[O:16], predict the reactants needed to synthesize it. (4) Given the product [Cl:1][C:2]1[CH:3]=[CH:4][C:5]([N:8]2[CH:12]=[C:11](/[CH:13]=[CH:26]/[C:27]([O:29][CH2:30][CH3:31])=[O:28])[C:10]([CH:15]([CH3:17])[CH3:16])=[N:9]2)=[N:6][CH:7]=1, predict the reactants needed to synthesize it. The reactants are: [Cl:1][C:2]1[CH:3]=[CH:4][C:5]([N:8]2[CH:12]=[C:11]([CH:13]=O)[C:10]([CH:15]([CH3:17])[CH3:16])=[N:9]2)=[N:6][CH:7]=1.C(OP([CH2:26][C:27]([O:29][CH2:30][CH3:31])=[O:28])(OCC)=O)C.CN(C)C=O.[H-].[Na+]. (5) The reactants are: [CH3:1][O:2][C:3]1[CH:4]=[C:5]([CH2:11][CH2:12][C:13]([OH:15])=O)[CH:6]=[CH:7][C:8]=1[O:9][CH3:10].CN(C=O)C.C(Cl)(=O)C(Cl)=O.[NH2:27][C:28]1[S:29][CH:30]=[C:31]([C:33]2[CH:38]=[CH:37][C:36]([Cl:39])=[CH:35][CH:34]=2)[N:32]=1. Given the product [Cl:39][C:36]1[CH:35]=[CH:34][C:33]([C:31]2[N:32]=[C:28]([NH:27][C:13](=[O:15])[CH2:12][CH2:11][C:5]3[CH:6]=[CH:7][C:8]([O:9][CH3:10])=[C:3]([O:2][CH3:1])[CH:4]=3)[S:29][CH:30]=2)=[CH:38][CH:37]=1, predict the reactants needed to synthesize it. (6) Given the product [F:27][C:24]1[CH:23]=[CH:22][C:21]([CH:16]2[CH2:15][CH2:14][C:13]3[C:18](=[CH:19][CH:20]=[C:11]([O:10][C:7]4[CH:6]=[CH:5][C:4]([N+:1]([O-:3])=[O:2])=[CH:9][N:8]=4)[CH:12]=3)[O:17]2)=[CH:26][CH:25]=1, predict the reactants needed to synthesize it. The reactants are: [N+:1]([C:4]1[CH:5]=[CH:6][C:7]([O:10][C:11]2[CH:12]=[C:13]3[C:18](=[CH:19][CH:20]=2)[O:17][CH:16]([C:21]2[CH:26]=[CH:25][CH:24]=[CH:23][CH:22]=2)[CH2:15][CH2:14]3)=[N:8][CH:9]=1)([O-:3])=[O:2].[F:27]C1C=CC(C2CCC3C(=CC=C(O)C=3)O2)=CC=1. (7) Given the product [CH:6]1([NH:2][C:12]([C:11]2[CH:15]=[CH:16][C:17]([CH3:20])=[C:18]([I:19])[C:10]=2[F:9])=[N:13][OH:14])[CH2:4][CH2:5]1, predict the reactants needed to synthesize it. The reactants are: Cl[N:2]1[C:6](=O)[CH2:5][CH2:4]C1=O.[F:9][C:10]1[C:18]([I:19])=[C:17]([CH3:20])[CH:16]=[CH:15][C:11]=1[CH:12]=[N:13][OH:14].C1(N)CC1. (8) Given the product [Br:1][C:2]1[CH:7]=[CH:6][C:5]([CH:8]([C:20]2[CH:25]=[CH:24][CH:23]=[CH:22][C:21]=2[Cl:26])[CH2:9]/[C:10](/[C:12]2[CH:13]=[CH:14][C:15](=[O:19])[N:16]([CH3:18])[CH:17]=2)=[N:28]\[OH:29])=[CH:4][CH:3]=1, predict the reactants needed to synthesize it. The reactants are: [Br:1][C:2]1[CH:7]=[CH:6][C:5]([CH:8]([C:20]2[CH:25]=[CH:24][CH:23]=[CH:22][C:21]=2[Cl:26])[CH2:9][C:10]([C:12]2[CH:13]=[CH:14][C:15](=[O:19])[N:16]([CH3:18])[CH:17]=2)=O)=[CH:4][CH:3]=1.Cl.[NH2:28][OH:29].C([O-])(O)=O.[Na+].